From a dataset of Catalyst prediction with 721,799 reactions and 888 catalyst types from USPTO. Predict which catalyst facilitates the given reaction. (1) Reactant: [CH2:1](Br)[CH:2]=[CH:3][C:4]1[CH:9]=[CH:8][CH:7]=[CH:6][CH:5]=1.[In].[OH:12][C:13]1[C:14](=[O:24])[C:15]2[C:20]([C:21](=[O:23])[CH:22]=1)=[CH:19][CH:18]=[CH:17][CH:16]=2. Product: [OH:24][C:14]1([CH2:1]/[CH:2]=[CH:3]/[C:4]2[CH:9]=[CH:8][CH:7]=[CH:6][CH:5]=2)[C:15]2[C:20](=[CH:19][CH:18]=[CH:17][CH:16]=2)[C:21]([OH:23])=[CH:22][C:13]1=[O:12]. The catalyst class is: 9. (2) Reactant: Br[C:2]1[CH:7]=[CH:6][C:5]([S:8]([N:11]([CH3:13])[CH3:12])(=[O:10])=[O:9])=[CH:4][CH:3]=1.[B:14]1([B:14]2[O:18][C:17]([CH3:20])([CH3:19])[C:16]([CH3:22])([CH3:21])[O:15]2)[O:18][C:17]([CH3:20])([CH3:19])[C:16]([CH3:22])([CH3:21])[O:15]1.C([O-])(=O)C.[K+]. Product: [CH3:12][N:11]([CH3:13])[S:8]([C:5]1[CH:6]=[CH:7][C:2]([B:14]2[O:18][C:17]([CH3:20])([CH3:19])[C:16]([CH3:22])([CH3:21])[O:15]2)=[CH:3][CH:4]=1)(=[O:10])=[O:9]. The catalyst class is: 16. (3) Reactant: [OH:1][C@@H:2]1[C@H:6]([OH:7])[C@@H:5]([CH2:8][OH:9])[O:4][CH:3]1[N:10]1[CH:18]=[N:17][C:16]2[C:11]1=[N:12][C:13]([N:25]1[CH:29]=[C:28]([C:30]([O:32][CH2:33][CH3:34])=[O:31])[N:27]=[N:26]1)=[N:14][C:15]=2[NH:19][CH:20]1[CH2:24][CH2:23][CH2:22][CH2:21]1.[CH3:35][NH2:36]. Product: [CH2:33]([O:32][C:30]([C:28]1[N:27]=[N:26][N:25]([C:13]2[N:12]=[C:11]3[C:16]([N:17]=[CH:18][N:10]3[CH:3]3[C@H:2]([OH:1])[C@H:6]([OH:7])[C@@H:5]([CH2:8][OH:9])[O:4]3)=[C:15]([NH:19][CH:20]3[CH2:24][CH2:23][CH2:22][CH2:21]3)[N:14]=2)[CH:29]=1)=[O:31])[CH3:34].[OH:1][C@@H:2]1[C@H:6]([OH:7])[C@@H:5]([CH2:8][OH:9])[O:4][C@H:3]1[N:10]1[CH:18]=[N:17][C:16]2[C:11]1=[N:12][C:13]([N:25]1[CH:29]=[C:28]([C:30]([NH:36][CH3:35])=[O:32])[N:27]=[N:26]1)=[N:14][C:15]=2[NH:19][CH:20]1[CH2:21][CH2:22][CH2:23][CH2:24]1. The catalyst class is: 6. (4) Reactant: [CH:1]1[CH:2]=[CH:3][C:4]([C:7]2[O:20][C:12]3=[CH:13][C:14]([OH:19])=[C:15]([OH:18])[C:16]([OH:17])=[C:11]3[C:9](=[O:10])[CH:8]=2)=[CH:5][CH:6]=1.[CH2:21]=O.[OH:23][CH2:24][CH2:25][N:26]1[CH2:31][CH2:30][NH:29][CH2:28][CH2:27]1. The catalyst class is: 5. Product: [OH:17][C:16]1[C:15]([OH:18])=[C:14]([OH:19])[C:13]([CH2:21][N:29]2[CH2:30][CH2:31][N:26]([CH2:25][CH2:24][OH:23])[CH2:27][CH2:28]2)=[C:12]2[C:11]=1[C:9](=[O:10])[CH:8]=[C:7]([C:4]1[CH:3]=[CH:2][CH:1]=[CH:6][CH:5]=1)[O:20]2. (5) Reactant: [CH2:1]([S:5]([NH:8][C@@H:9]([C:12]([OH:14])=[O:13])[CH2:10][OH:11])(=[O:7])=[O:6])[CH2:2][CH2:3][CH3:4].[C:15]([C:17]1[CH:29]=[CH:28][C:20]([CH2:21][NH:22][C:23](=[O:27])[C@H:24]([CH3:26])[NH2:25])=[CH:19][CH:18]=1)#[N:16].Cl.[NH2:31][OH:32].CN1CCOCC1. Product: [CH2:1]([S:5]([NH:8][C@@H:9]([C:12]([OH:14])=[O:13])[CH2:10][OH:11])(=[O:6])=[O:7])[CH2:2][CH2:3][CH3:4].[OH:32][NH:31][C:15]([C:17]1[CH:18]=[CH:19][C:20]([CH2:21][NH:22][C:23](=[O:27])[C@H:24]([CH3:26])[NH2:25])=[CH:28][CH:29]=1)=[NH:16]. The catalyst class is: 5.